This data is from Forward reaction prediction with 1.9M reactions from USPTO patents (1976-2016). The task is: Predict the product of the given reaction. (1) Given the reactants [CH3:1][C:2]1[CH:15]=[C:14]([C:16]([C:18]([F:21])([F:20])[F:19])=[CH2:17])[CH:13]=[CH:12][C:3]=1[NH:4][C:5](=[O:11])[O:6][C:7]([CH3:10])([CH3:9])[CH3:8].[C:22]([CH2:30][C:31]#[N:32])(=[O:29])[C:23]1[CH:28]=[CH:27][CH:26]=[CH:25][CH:24]=1, predict the reaction product. The product is: [C:31]([C:30]1[CH2:17][C:16]([C:14]2[CH:13]=[CH:12][C:3]([NH:4][C:5](=[O:11])[O:6][C:7]([CH3:10])([CH3:8])[CH3:9])=[C:2]([CH3:1])[CH:15]=2)([C:18]([F:19])([F:20])[F:21])[O:29][C:22]=1[C:23]1[CH:28]=[CH:27][CH:26]=[CH:25][CH:24]=1)#[N:32]. (2) Given the reactants C(C(C)=O)C.C(O)(=O)C.O.CC([NH:14][C@@H:15]1[C:31]2[C:24](=[CH:25][CH:26]=[C:27]([O:32][CH3:33])[C:28]([CH:30]=2)=[O:29])[C:23]2[C:22]([O:34][CH3:35])=[C:21]([O:36][CH3:37])[C:20]([O:38][CH3:39])=[CH:19][C:18]=2[CH2:17][CH2:16]1)=O, predict the reaction product. The product is: [CH3:33][O:32][C:27]1[C:28](=[O:29])[CH:30]=[C:31]2[C@@H:15]([NH2:14])[CH2:16][CH2:17][C:18]3[C:23]([C:24]2=[CH:25][CH:26]=1)=[C:22]([O:34][CH3:35])[C:21]([O:36][CH3:37])=[C:20]([O:38][CH3:39])[CH:19]=3. (3) Given the reactants [S:1]([NH2:11])(=[O:10])([C:3]1[CH:8]=[CH:7][C:6]([NH2:9])=[CH:5][CH:4]=1)=[O:2].[F:12][C:13]1[CH:30]=[CH:29][C:16]([CH2:17][CH:18]2[CH2:23][CH2:22][N:21]([C:24](=[O:28])[C:25](O)=[O:26])[CH2:20][CH2:19]2)=[CH:15][CH:14]=1, predict the reaction product. The product is: [F:12][C:13]1[CH:30]=[CH:29][C:16]([CH2:17][CH:18]2[CH2:19][CH2:20][N:21]([C:24](=[O:28])[C:25]([NH:9][C:6]3[CH:5]=[CH:4][C:3]([S:1](=[O:10])(=[O:2])[NH2:11])=[CH:8][CH:7]=3)=[O:26])[CH2:22][CH2:23]2)=[CH:15][CH:14]=1. (4) Given the reactants [Se-2:1].[Na+].[Na+].CSC([S:12][CH3:13])=C(C#N)C#N.CCC([N:18]1C(=O)[NH:23][C:22]([CH3:26])=[C:21](Br)[C:19]1=O)C.ClCC(O[CH2:33][CH3:34])=O.[CH3:35][O-].[Na+].CN([CH:41]=[O:42])C, predict the reaction product. The product is: [NH2:23][C:22]1[C:21]([C:19]#[N:18])=[C:33]([CH3:34])[Se:1][C:26]=1[C:13]([O:42][CH2:41][CH3:35])=[S:12]. (5) Given the reactants C(N(C(C)C)CC)(C)C.F[P-](F)(F)(F)(F)F.N1(O[P+](N(C)C)(N(C)C)N(C)C)C2C=CC=CC=2N=N1.[F:37][C:38]1[CH:43]=[CH:42][C:41]([C:44]2[CH:49]=[CH:48][C:47]([S:50]([N:53]([CH2:62][CH2:63][C:64]([O:66][CH3:67])=[O:65])[C:54]3([C:59]([OH:61])=O)[CH2:58][CH2:57][CH2:56][CH2:55]3)(=[O:52])=[O:51])=[CH:46][CH:45]=2)=[CH:40][CH:39]=1.Cl.[CH2:69]([O:76][NH2:77])[C:70]1[CH:75]=[CH:74][CH:73]=[CH:72][CH:71]=1, predict the reaction product. The product is: [CH3:67][O:66][C:64](=[O:65])[CH2:63][CH2:62][N:53]([C:54]1([C:59](=[O:61])[NH:77][O:76][CH2:69][C:70]2[CH:75]=[CH:74][CH:73]=[CH:72][CH:71]=2)[CH2:55][CH2:56][CH2:57][CH2:58]1)[S:50]([C:47]1[CH:48]=[CH:49][C:44]([C:41]2[CH:40]=[CH:39][C:38]([F:37])=[CH:43][CH:42]=2)=[CH:45][CH:46]=1)(=[O:51])=[O:52]. (6) Given the reactants [Cl:1][C:2]1[CH:3]=[C:4]([CH:7]=[C:8]([Cl:10])[CH:9]=1)[CH:5]=O.[CH2:11]([O:13][CH:14]([O:17][CH2:18][CH3:19])[CH2:15][NH2:16])[CH3:12], predict the reaction product. The product is: [Cl:1][C:2]1[CH:3]=[C:4]([CH:7]=[C:8]([Cl:10])[CH:9]=1)[CH:5]=[N:16][CH2:15][CH:14]([O:17][CH2:18][CH3:19])[O:13][CH2:11][CH3:12]. (7) Given the reactants [CH3:1][C:2]1[C:6]([C:7]([O:9][CH2:10][CH3:11])=[O:8])=[CH:5][NH:4][N:3]=1.I[C:13]1[CH:14]=[N:15][CH:16]=[CH:17][CH:18]=1.C(=O)([O-])[O-].[Cs+].[Cs+].O, predict the reaction product. The product is: [CH3:1][C:2]1[C:6]([C:7]([O:9][CH2:10][CH3:11])=[O:8])=[CH:5][N:4]([C:13]2[CH:14]=[N:15][CH:16]=[CH:17][CH:18]=2)[N:3]=1. (8) Given the reactants O.[C:2]1([S:8]([OH:11])(=[O:10])=[O:9])[CH:7]=[CH:6][CH:5]=[CH:4][CH:3]=1.[CH3:12][N:13]([CH3:21])[CH2:14][CH:15]=[CH:16][C:17]([NH:19][CH3:20])=[O:18], predict the reaction product. The product is: [C:2]1([S:8]([O-:11])(=[O:10])=[O:9])[CH:7]=[CH:6][CH:5]=[CH:4][CH:3]=1.[CH3:12][N:13]([CH3:21])[CH2:14][CH:15]=[CH:16][C:17]([NH:19][CH3:20])=[O:18]. (9) Given the reactants Cl[C:2]1[C:7]([CH2:8][C:9]([O:11][CH3:12])=[O:10])=[C:6]([Cl:13])[N:5]=[C:4]([CH2:14][C:15]2[CH:20]=[CH:19][C:18]([N+:21]([O-:23])=[O:22])=[CH:17][CH:16]=2)[N:3]=1.[CH:24]([N:27](CC)[CH:28](C)C)(C)C.Cl.CNC, predict the reaction product. The product is: [Cl:13][C:6]1[C:7]([CH2:8][C:9]([O:11][CH3:12])=[O:10])=[C:2]([N:27]([CH3:28])[CH3:24])[N:3]=[C:4]([CH2:14][C:15]2[CH:20]=[CH:19][C:18]([N+:21]([O-:23])=[O:22])=[CH:17][CH:16]=2)[N:5]=1. (10) Given the reactants [Br:1][C:2]1[CH:3]=[C:4]([NH2:10])[C:5]([NH2:9])=[CH:6][C:7]=1[F:8].[OH-].[Na+].[CH:13](O)=O, predict the reaction product. The product is: [Br:1][C:2]1[C:7]([F:8])=[CH:6][C:5]2[NH:9][CH:13]=[N:10][C:4]=2[CH:3]=1.